This data is from Forward reaction prediction with 1.9M reactions from USPTO patents (1976-2016). The task is: Predict the product of the given reaction. (1) Given the reactants C(O)(C(F)(F)F)=O.[CH3:8][N:9]([CH3:43])[C:10](=[O:42])[NH:11][C:12]1[CH:13]=[C:14]([C:18]2[CH:19]=[C:20]3[C:24](=[CH:25][CH:26]=2)[N:23](C2CCCCO2)[N:22]=[C:21]3[C:33]([NH:35][C:36]2[CH:37]=[N:38][CH:39]=[CH:40][CH:41]=2)=[O:34])[CH:15]=[N:16][CH:17]=1.C([SiH](CC)CC)C, predict the reaction product. The product is: [CH3:8][N:9]([CH3:43])[C:10](=[O:42])[NH:11][C:12]1[CH:13]=[C:14]([C:18]2[CH:19]=[C:20]3[C:24](=[CH:25][CH:26]=2)[NH:23][N:22]=[C:21]3[C:33]([NH:35][C:36]2[CH:37]=[N:38][CH:39]=[CH:40][CH:41]=2)=[O:34])[CH:15]=[N:16][CH:17]=1. (2) Given the reactants [C:1](Cl)(=O)[C:2]([Cl:4])=[O:3].[O:7]1[CH:11]=[CH:10][CH:9]=[C:8]1[C:12]1[CH:21]=C(C(O)=O)[C:19]2[C:14](=[CH:15][CH:16]=[CH:17][CH:18]=2)[N:13]=1, predict the reaction product. The product is: [O:7]1[CH:11]=[CH:10][CH:9]=[C:8]1[C:12]1[CH:21]=[C:1]([C:2]([Cl:4])=[O:3])[C:19]2[C:14](=[CH:15][CH:16]=[CH:17][CH:18]=2)[N:13]=1. (3) The product is: [CH3:9][C:10]1[CH:14]=[C:13]([Si:18]([CH3:20])([CH3:19])[CH3:17])[S:12][C:11]=1[C:15]#[N:16]. Given the reactants [Li+].CC([N-]C(C)C)C.[CH3:9][C:10]1[CH:14]=[CH:13][S:12][C:11]=1[C:15]#[N:16].[CH3:17][Si:18](Cl)([CH3:20])[CH3:19], predict the reaction product. (4) Given the reactants [C:1]([O:5][C:6](=[O:18])[NH:7][C:8]1[CH:13]=[CH:12][C:11](I)=[CH:10][C:9]=1[N+:15]([O-:17])=[O:16])([CH3:4])([CH3:3])[CH3:2].[CH2:19]([Sn:23]([CH2:41][CH2:42][CH2:43][CH3:44])([CH2:37][CH2:38][CH2:39][CH3:40])[Sn:23]([CH2:37][CH2:38][CH2:39][CH3:40])([CH2:41][CH2:42][CH2:43][CH3:44])[CH2:19][CH2:20][CH2:21][CH3:22])[CH2:20][CH2:21][CH3:22], predict the reaction product. The product is: [C:1]([O:5][C:6](=[O:18])[NH:7][C:8]1[CH:13]=[CH:12][C:11]([Sn:23]([CH2:37][CH2:38][CH2:39][CH3:40])([CH2:41][CH2:42][CH2:43][CH3:44])[CH2:19][CH2:20][CH2:21][CH3:22])=[CH:10][C:9]=1[N+:15]([O-:17])=[O:16])([CH3:4])([CH3:3])[CH3:2]. (5) Given the reactants [CH3:1][C:2]1([CH3:16])[C:6]([CH3:8])([CH3:7])[O:5][B:4]([C:9]2[CH:14]=[CH:13][C:12]([OH:15])=[CH:11][CH:10]=2)[O:3]1.C1(P(C2C=CC=CC=2)C2C=CC=CC=2)C=CC=CC=1.O[CH2:37][CH2:38][NH:39][C:40](=[O:46])[O:41][C:42]([CH3:45])([CH3:44])[CH3:43].N(/C(N1CCCCC1)=O)=N\C(N1CCCCC1)=O, predict the reaction product. The product is: [C:42]([O:41][C:40](=[O:46])[NH:39][CH2:38][CH2:37][O:15][C:12]1[CH:13]=[CH:14][C:9]([B:4]2[O:3][C:2]([CH3:16])([CH3:1])[C:6]([CH3:7])([CH3:8])[O:5]2)=[CH:10][CH:11]=1)([CH3:45])([CH3:44])[CH3:43]. (6) Given the reactants [NH2:1][C:2]1[CH:3]=[C:4]2[C:9](=[CH:10][CH:11]=1)[N:8]=[CH:7][C:6]([C:12]#[N:13])=[C:5]2[NH:14][C:15]1[CH:20]=[CH:19][C:18]([F:21])=[C:17]([Cl:22])[CH:16]=1.[CH:23]([C:25]1[NH:26][C:27]2[C:32]([CH:33]=1)=[CH:31][CH:30]=[C:29]([C:34]([N:36]([CH3:38])[CH3:37])=[O:35])[CH:28]=2)=O.[BH3-]C#N.[Na+], predict the reaction product. The product is: [Cl:22][C:17]1[CH:16]=[C:15]([NH:14][C:5]2[C:4]3[C:9](=[CH:10][CH:11]=[C:2]([NH:1][CH2:23][C:25]4[NH:26][C:27]5[C:32]([CH:33]=4)=[CH:31][CH:30]=[C:29]([C:34]([N:36]([CH3:37])[CH3:38])=[O:35])[CH:28]=5)[CH:3]=3)[N:8]=[CH:7][C:6]=2[C:12]#[N:13])[CH:20]=[CH:19][C:18]=1[F:21]. (7) The product is: [Br:1][C:2]1[CH:3]=[CH:4][C:5](/[CH:6]=[CH:7]/[C:8]([O:10][CH3:13])=[O:9])=[CH:11][CH:12]=1. Given the reactants [Br:1][C:2]1[CH:12]=[CH:11][C:5]([CH:6]=[CH:7][C:8]([OH:10])=[O:9])=[CH:4][CH:3]=1.[CH3:13]O, predict the reaction product.